This data is from Forward reaction prediction with 1.9M reactions from USPTO patents (1976-2016). The task is: Predict the product of the given reaction. (1) Given the reactants I[C:2]1[CH:3]=[N:4][CH:5]=[CH:6][CH:7]=1.[C:8]1([CH:14]([C:18]2[CH:23]=[CH:22][CH:21]=[CH:20][CH:19]=2)[CH2:15][CH2:16][NH2:17])[CH:13]=[CH:12][CH:11]=[CH:10][CH:9]=1.C(=O)([O-])[O-].[K+].[K+].N1CCC[C@H]1C(O)=O, predict the reaction product. The product is: [C:18]1([CH:14]([C:8]2[CH:9]=[CH:10][CH:11]=[CH:12][CH:13]=2)[CH2:15][CH2:16][NH:17][C:2]2[CH:3]=[N:4][CH:5]=[CH:6][CH:7]=2)[CH:19]=[CH:20][CH:21]=[CH:22][CH:23]=1. (2) Given the reactants [NH2:1][C:2]1[C:7]([N+:8]([O-:10])=[O:9])=[CH:6][C:5]([OH:11])=[CH:4][C:3]=1[CH3:12].C(=O)([O-])[O-].[K+].[K+].[CH2:19](Br)[C:20]1[CH:25]=[CH:24][CH:23]=[CH:22][CH:21]=1.[OH-].[Na+], predict the reaction product. The product is: [CH2:19]([O:11][C:5]1[CH:6]=[C:7]([N+:8]([O-:10])=[O:9])[C:2]([NH2:1])=[C:3]([CH3:12])[CH:4]=1)[C:20]1[CH:25]=[CH:24][CH:23]=[CH:22][CH:21]=1. (3) Given the reactants [Cl:1][C:2]1[N:7]=[C:6]([C:8]([O:10][CH3:11])=[O:9])[CH:5]=[CH:4][C:3]=1[CH:12]=[O:13].N1C=CN=C1.[C:19]1(=[O:25])[CH2:24][CH2:23][CH2:22][CH:21]=[CH:20]1, predict the reaction product. The product is: [Cl:1][C:2]1[N:7]=[C:6]([C:8]([O:10][CH3:11])=[O:9])[CH:5]=[CH:4][C:3]=1[CH:12]([OH:13])[C:21]1[CH2:20][C:19](=[O:25])[CH2:24][CH2:23][CH:22]=1. (4) Given the reactants [N:1]1[C:6]2[NH:7][CH:8]=[CH:9][C:5]=2[C:4]([NH2:10])=[N:3][CH:2]=1.CS(O[CH:16]1[CH2:21][CH2:20][N:19]([C:22]([O:24][C:25]([CH3:28])([CH3:27])[CH3:26])=[O:23])[CH2:18][CH2:17]1)(=O)=O.C(=O)([O-])[O-].[Cs+].[Cs+].C(OCC)C, predict the reaction product. The product is: [NH2:10][C:4]1[C:5]2[CH:9]=[CH:8][N:7]([CH:16]3[CH2:21][CH2:20][N:19]([C:22]([O:24][C:25]([CH3:28])([CH3:27])[CH3:26])=[O:23])[CH2:18][CH2:17]3)[C:6]=2[N:1]=[CH:2][N:3]=1.